This data is from CYP2C19 inhibition data for predicting drug metabolism from PubChem BioAssay. The task is: Regression/Classification. Given a drug SMILES string, predict its absorption, distribution, metabolism, or excretion properties. Task type varies by dataset: regression for continuous measurements (e.g., permeability, clearance, half-life) or binary classification for categorical outcomes (e.g., BBB penetration, CYP inhibition). Dataset: cyp2c19_veith. (1) The compound is Clc1ccccc1-c1nccc(NCc2ccccc2)n1. The result is 1 (inhibitor). (2) The compound is C=CCn1c(SCc2ccccc2)nc2scc(-c3ccc(C)o3)c2c1=O. The result is 0 (non-inhibitor). (3) The molecule is NC(=O)C1(N2CCCCC2)CCN(C(=O)c2ccc(-n3cnnn3)cc2)CC1. The result is 0 (non-inhibitor).